Task: Predict the reaction yield, written as a fraction of the theoretical maximum amount of product (1.0 means a 100% yield; for example, 0.34 means a 34% yield).. Dataset: Reaction yield outcomes from USPTO patents with 853,638 reactions The catalyst is C(OCC)(=O)C. The yield is 0.370. The reactants are Cl.C(OC(=O)[NH:8][CH2:9][CH2:10][O:11][N:12]=[CH:13][C:14]1[CH:19]=[C:18]([C:20](=[O:26])[NH:21][O:22][CH2:23][CH2:24][OH:25])[C:17]([NH:27][C:28]2[CH:33]=[CH:32][C:31]([I:34])=[CH:30][C:29]=2[F:35])=[C:16]([F:36])[C:15]=1[F:37])(C)(C)C.C(=O)(O)[O-].[Na+]. The product is [NH2:8][CH2:9][CH2:10][O:11][N:12]=[CH:13][C:14]1[C:15]([F:37])=[C:16]([F:36])[C:17]([NH:27][C:28]2[CH:33]=[CH:32][C:31]([I:34])=[CH:30][C:29]=2[F:35])=[C:18]([CH:19]=1)[C:20]([NH:21][O:22][CH2:23][CH2:24][OH:25])=[O:26].